From a dataset of Forward reaction prediction with 1.9M reactions from USPTO patents (1976-2016). Predict the product of the given reaction. Given the reactants Br[C:2]1[CH:3]=[C:4]2[C:10]([C:11]3[S:12][CH:13]=[CH:14][N:15]=3)=[CH:9][N:8](S(C3C=CC(C)=CC=3)(=O)=O)[C:5]2=[N:6][CH:7]=1.[N:26]1[CH:31]=[CH:30][CH:29]=[C:28](B(O)O)[CH:27]=1.C(#N)C.C([O-])(O)=O.[Na+], predict the reaction product. The product is: [N:26]1[CH:31]=[CH:30][CH:29]=[C:28]([C:2]2[CH:3]=[C:4]3[C:10]([C:11]4[S:12][CH:13]=[CH:14][N:15]=4)=[CH:9][NH:8][C:5]3=[N:6][CH:7]=2)[CH:27]=1.